Dataset: Buchwald-Hartwig C-N cross coupling reaction yields with 55,370 reactions. Task: Predict the reaction yield, written as a fraction of the theoretical maximum amount of product (1.0 means a 100% yield; for example, 0.34 means a 34% yield). (1) The yield is 0.0328. No catalyst specified. The reactants are FC(F)(F)c1ccc(I)cc1.Cc1ccc(N)cc1.O=S(=O)(O[Pd]1c2ccccc2-c2ccccc2N~1)C(F)(F)F.COc1ccc(OC)c(P([C@]23C[C@H]4C[C@H](C[C@H](C4)C2)C3)[C@]23C[C@H]4C[C@H](C[C@H](C4)C2)C3)c1-c1c(C(C)C)cc(C(C)C)cc1C(C)C.CCN=P(N=P(N(C)C)(N(C)C)N(C)C)(N(C)C)N(C)C.c1ccc2nocc2c1. The product is Cc1ccc(Nc2ccc(C(F)(F)F)cc2)cc1. (2) The reactants are Brc1ccccn1.Cc1ccc(N)cc1.O=S(=O)(O[Pd]1c2ccccc2-c2ccccc2N~1)C(F)(F)F.CC(C)c1cc(C(C)C)c(-c2ccccc2P(C(C)(C)C)C(C)(C)C)c(C(C)C)c1.CN(C)C(=NC(C)(C)C)N(C)C.COC(=O)c1ccno1. No catalyst specified. The product is Cc1ccc(Nc2ccccn2)cc1. The yield is 0.543. (3) The reactants are COc1ccc(Br)cc1.Cc1ccc(N)cc1.O=S(=O)(O[Pd]1c2ccccc2-c2ccccc2N~1)C(F)(F)F.CC(C)c1cc(C(C)C)c(-c2ccccc2P(C2CCCCC2)C2CCCCC2)c(C(C)C)c1.CCN=P(N=P(N(C)C)(N(C)C)N(C)C)(N(C)C)N(C)C.c1ccc2nocc2c1. No catalyst specified. The product is COc1ccc(Nc2ccc(C)cc2)cc1. The yield is 0.0327. (4) The reactants are COc1ccc(Cl)cc1.Cc1ccc(N)cc1.O=S(=O)(O[Pd]1c2ccccc2-c2ccccc2N~1)C(F)(F)F.COc1ccc(OC)c(P(C(C)(C)C)C(C)(C)C)c1-c1c(C(C)C)cc(C(C)C)cc1C(C)C.CN1CCCN2CCCN=C12.c1ccc2nocc2c1. No catalyst specified. The product is COc1ccc(Nc2ccc(C)cc2)cc1. The yield is 0. (5) The reactants are Ic1ccccn1.Cc1ccc(N)cc1.O=S(=O)(O[Pd]1c2ccccc2-c2ccccc2N~1)C(F)(F)F.COc1ccc(OC)c(P([C@]23C[C@H]4C[C@H](C[C@H](C4)C2)C3)[C@]23C[C@H]4C[C@H](C[C@H](C4)C2)C3)c1-c1c(C(C)C)cc(C(C)C)cc1C(C)C.CN(C)C(=NC(C)(C)C)N(C)C.c1ccc2nocc2c1. No catalyst specified. The product is Cc1ccc(Nc2ccccn2)cc1. The yield is 0.151. (6) The reactants are FC(F)(F)c1ccc(I)cc1.Cc1ccc(N)cc1.O=S(=O)(O[Pd]1c2ccccc2-c2ccccc2N~1)C(F)(F)F.COc1ccc(OC)c(P([C@]23C[C@H]4C[C@H](C[C@H](C4)C2)C3)[C@]23C[C@H]4C[C@H](C[C@H](C4)C2)C3)c1-c1c(C(C)C)cc(C(C)C)cc1C(C)C.CN1CCCN2CCCN=C12.CCOC(=O)c1cnoc1. No catalyst specified. The product is Cc1ccc(Nc2ccc(C(F)(F)F)cc2)cc1. The yield is 0.245. (7) The reactants are Brc1ccccn1.Cc1ccc(N)cc1.O=S(=O)(O[Pd]1c2ccccc2-c2ccccc2N~1)C(F)(F)F.COc1ccc(OC)c(P([C@]23C[C@H]4C[C@H](C[C@H](C4)C2)C3)[C@]23C[C@H]4C[C@H](C[C@H](C4)C2)C3)c1-c1c(C(C)C)cc(C(C)C)cc1C(C)C.CCN=P(N=P(N(C)C)(N(C)C)N(C)C)(N(C)C)N(C)C.c1ccc(-c2ccno2)cc1. No catalyst specified. The product is Cc1ccc(Nc2ccccn2)cc1. The yield is 0.206. (8) The reactants are FC(F)(F)c1ccc(Cl)cc1.Cc1ccc(N)cc1.O=S(=O)(O[Pd]1c2ccccc2-c2ccccc2N~1)C(F)(F)F.COc1ccc(OC)c(P([C@]23C[C@H]4C[C@H](C[C@H](C4)C2)C3)[C@]23C[C@H]4C[C@H](C[C@H](C4)C2)C3)c1-c1c(C(C)C)cc(C(C)C)cc1C(C)C.CN(C)C(=NC(C)(C)C)N(C)C.CCOC(=O)c1ccon1. No catalyst specified. The product is Cc1ccc(Nc2ccc(C(F)(F)F)cc2)cc1. The yield is 0.122.